Task: Predict the reaction yield, written as a fraction of the theoretical maximum amount of product (1.0 means a 100% yield; for example, 0.34 means a 34% yield).. Dataset: Reaction yield outcomes from USPTO patents with 853,638 reactions (1) The reactants are [F:1][C:2]1[CH:7]=[C:6]([O:8][C:9]2[CH:14]=[CH:13][CH:12]=[CH:11][CH:10]=2)[CH:5]=[CH:4][C:3]=1[C:15]1[C:23]2[C:18](=[N:19][CH:20]=[N:21][C:22]=2[NH2:24])[N:17]([CH2:25][C@H:26]2[CH2:30][CH2:29][CH2:28][NH:27]2)[N:16]=1.[C:31]([CH2:33][C:34](O)=[O:35])#[N:32].CN(C(ON1N=NC2C=CC=NC1=2)=[N+](C)C)C.F[P-](F)(F)(F)(F)F.C(N(CC)CC)C. The catalyst is O.CN(C)C=O. The product is [NH2:24][C:22]1[N:21]=[CH:20][N:19]=[C:18]2[N:17]([CH2:25][C@H:26]3[CH2:30][CH2:29][CH2:28][N:27]3[C:34](=[O:35])[CH2:33][C:31]#[N:32])[N:16]=[C:15]([C:3]3[CH:4]=[CH:5][C:6]([O:8][C:9]4[CH:10]=[CH:11][CH:12]=[CH:13][CH:14]=4)=[CH:7][C:2]=3[F:1])[C:23]=12. The yield is 0.620. (2) The yield is 0.780. The catalyst is CN(C=O)C. The reactants are [CH2:1]([O:5][C:6]1[N:14]=[C:13]2[C:9]([NH:10][CH:11]=[N:12]2)=[C:8]([NH2:15])[N:7]=1)[CH2:2][CH2:3][CH3:4].C(=O)([O-])[O-].[K+].[K+].[CH2:22]([O:29][C:30]1[CH:37]=[CH:36][C:33]([CH2:34]Cl)=[CH:32][CH:31]=1)[C:23]1[CH:28]=[CH:27][CH:26]=[CH:25][CH:24]=1. The product is [CH2:22]([O:29][C:30]1[CH:31]=[CH:32][C:33]([CH2:34][N:12]2[CH:11]=[N:10][C:9]3[C:13]2=[N:14][C:6]([O:5][CH2:1][CH2:2][CH2:3][CH3:4])=[N:7][C:8]=3[NH2:15])=[CH:36][CH:37]=1)[C:23]1[CH:24]=[CH:25][CH:26]=[CH:27][CH:28]=1. (3) The reactants are [N+:1]([C:4]1[CH:12]=[C:11]2[C:7]([C:8]([C:13]3[CH2:18][CH2:17][C:16](=O)[CH2:15][CH:14]=3)=[CH:9][NH:10]2)=[CH:6][CH:5]=1)([O-:3])=[O:2].CC(O)=O.Cl.[CH3:25][NH2:26].[OH-].[Na+]. The catalyst is ClCCCl. The product is [CH3:25][NH:26][CH:16]1[CH2:17][CH2:18][C:13]([C:8]2[C:7]3[C:11](=[CH:12][C:4]([N+:1]([O-:3])=[O:2])=[CH:5][CH:6]=3)[NH:10][CH:9]=2)=[CH:14][CH2:15]1. The yield is 0.890. (4) The reactants are [CH2:1]([C:3]1[CH:4]=[C:5]2[C:9](=[CH:10][CH:11]=1)[NH:8][CH2:7][CH2:6]2)[CH3:2].[N+:12]([O-])([O-:14])=[O:13].[K+].[OH-].[Na+]. The catalyst is OS(O)(=O)=O. The product is [CH2:1]([C:3]1[CH:4]=[C:5]2[C:9](=[CH:10][C:11]=1[N+:12]([O-:14])=[O:13])[NH:8][CH2:7][CH2:6]2)[CH3:2]. The yield is 0.580. (5) The reactants are I[C:2]1[N:6]([CH2:7][C:8]2[CH:13]=[CH:12][C:11]([O:14][CH3:15])=[CH:10][CH:9]=2)[N:5]=[N:4][C:3]=1[C:16]1[CH:21]=[CH:20][N:19]=[C:18]([C:22]2[N:23]=[CH:24][N:25]([CH2:27][CH2:28][C:29]3[C:38]4[C:33](=[CH:34][CH:35]=[CH:36][CH:37]=4)[CH:32]=[CH:31][CH:30]=3)[CH:26]=2)[CH:17]=1.[F-].[K+].N1C2C(=CC=C3C=2N=CC=C3)C=CC=1.[Si]([C:59]([F:62])([F:61])[F:60])(C)(C)C. The catalyst is CN(C=O)C.[Cu]I. The product is [CH3:15][O:14][C:11]1[CH:12]=[CH:13][C:8]([CH2:7][N:6]2[C:2]([C:59]([F:62])([F:61])[F:60])=[C:3]([C:16]3[CH:21]=[CH:20][N:19]=[C:18]([C:22]4[N:23]=[CH:24][N:25]([CH2:27][CH2:28][C:29]5[C:38]6[C:33](=[CH:34][CH:35]=[CH:36][CH:37]=6)[CH:32]=[CH:31][CH:30]=5)[CH:26]=4)[CH:17]=3)[N:4]=[N:5]2)=[CH:9][CH:10]=1. The yield is 0.700.